Dataset: Full USPTO retrosynthesis dataset with 1.9M reactions from patents (1976-2016). Task: Predict the reactants needed to synthesize the given product. Given the product [Br:1][C:2]1[CH:3]=[C:4]([CH:8]=[C:9]([Br:23])[C:10]=1[O:11][C:12]1[CH:17]=[CH:16][C:15]([OH:18])=[C:14]([CH:20]([CH3:21])[CH3:22])[CH:13]=1)[C:5]([C:30]1[C:25]([NH2:24])=[C:26]([S:31]([NH2:34])(=[O:33])=[O:32])[CH:27]=[CH:28][CH:29]=1)=[O:6], predict the reactants needed to synthesize it. The reactants are: [Br:1][C:2]1[CH:3]=[C:4]([CH:8]=[C:9]([Br:23])[C:10]=1[O:11][C:12]1[CH:17]=[CH:16][C:15]([O:18]C)=[C:14]([CH:20]([CH3:22])[CH3:21])[CH:13]=1)[C:5](O)=[O:6].[NH2:24][C:25]1[CH:30]=[CH:29][CH:28]=[CH:27][C:26]=1[S:31]([NH2:34])(=[O:33])=[O:32].